From a dataset of Catalyst prediction with 721,799 reactions and 888 catalyst types from USPTO. Predict which catalyst facilitates the given reaction. (1) Reactant: [H-].[Na+].[OH:3][CH2:4][CH2:5][N:6]1[CH2:11][CH2:10][O:9][CH2:8][C:7]1=[O:12].Br[CH2:14][C:15]1[C:16]([CH3:22])=[N:17][C:18]([Cl:21])=[CH:19][CH:20]=1.Cl. Product: [Cl:21][C:18]1[N:17]=[C:16]([CH3:22])[C:15]([CH2:14][O:3][CH2:4][CH2:5][N:6]2[CH2:11][CH2:10][O:9][CH2:8][C:7]2=[O:12])=[CH:20][CH:19]=1. The catalyst class is: 20. (2) Reactant: NC1C(O)=CC=CC=1[C:9]([C:11]1[CH:16]=[CH:15][C:14]([CH:17]([CH3:19])[CH3:18])=[CH:13][CH:12]=1)=[O:10].BrC(Br)C.C(N(C(C)C)C(C)C)C. Product: [CH:17]([C:14]1[CH:15]=[CH:16][C:11]([CH:9]=[O:10])=[CH:12][CH:13]=1)([CH3:19])[CH3:18]. The catalyst class is: 12. (3) Reactant: C(=O)([O-])[O-].[K+].[K+].[NH2:7][C:8]1[CH:13]=[CH:12][CH:11]=[C:10]([CH3:14])[CH:9]=1.[Cl:15][CH2:16][C:17](Cl)=[O:18]. Product: [Cl:15][CH2:16][C:17]([NH:7][C:8]1[CH:9]=[C:10]([CH3:14])[CH:11]=[CH:12][CH:13]=1)=[O:18]. The catalyst class is: 4. (4) Reactant: [Br:1][C:2]1[C:3](=[O:21])[CH2:4][C:5]2([CH2:17][CH2:18][CH2:19][CH3:20])[CH2:14][CH2:13][C:12]3[C:7](=[CH:8][CH:9]=[C:10]([OH:16])[C:11]=3[Br:15])[C:6]=12.C(N(CC)C(C)C)(C)C.[CH3:31][O:32][CH2:33]Cl. Product: [Br:1][C:2]1[C:3](=[O:21])[CH2:4][C:5]2([CH2:17][CH2:18][CH2:19][CH3:20])[CH2:14][CH2:13][C:12]3[C:7](=[CH:8][CH:9]=[C:10]([O:16][CH2:31][O:32][CH3:33])[C:11]=3[Br:15])[C:6]=12. The catalyst class is: 31. (5) Reactant: [NH2:1][CH:2]1[CH2:14][CH2:13][C:12]2[NH:11][C:10]3[CH:9]=[CH:8][C:7]([C:15]#[N:16])=[CH:6][C:5]=3[C:4]=2[CH2:3]1.C(N(CC)CC)C.Cl[C:25]([O:27][CH3:28])=[O:26]. Product: [CH3:28][O:27][C:25](=[O:26])[NH:1][C@H:2]1[CH2:3][C:4]2[C:5]3[C:10](=[CH:9][CH:8]=[C:7]([C:15]#[N:16])[CH:6]=3)[NH:11][C:12]=2[CH2:13][CH2:14]1. The catalyst class is: 16. (6) Reactant: Cl.[NH2:2][CH2:3][C:4]1[CH:5]=[C:6]2[C:10](=[CH:11][CH:12]=1)[C:9](=[O:13])[N:8]([CH:14]1[CH2:19][CH2:18][C:17](=[O:20])[NH:16][C:15]1=[O:21])[CH2:7]2.[F:22][C:23]([F:34])([F:33])[C:24]1[CH:32]=[CH:31][C:27]([C:28](Cl)=[O:29])=[CH:26][N:25]=1.C(N(CC)CC)C.Cl.C([O-])(O)=O.[Na+]. Product: [O:21]=[C:15]1[CH:14]([N:8]2[CH2:7][C:6]3[C:10](=[CH:11][CH:12]=[C:4]([CH2:3][NH:2][C:28](=[O:29])[C:27]4[CH:31]=[CH:32][C:24]([C:23]([F:34])([F:22])[F:33])=[N:25][CH:26]=4)[CH:5]=3)[C:9]2=[O:13])[CH2:19][CH2:18][C:17](=[O:20])[NH:16]1. The catalyst class is: 9. (7) Reactant: [CH2:1]([O:8][CH2:9][CH2:10][CH2:11][N:12]1[C:21](=[O:22])[C:20]2[C:15](=[CH:16][CH:17]=[C:18]([O:32][CH3:33])[C:19]=2[CH:23]([C:25]2[CH:30]=[CH:29][C:28]([Cl:31])=[CH:27][CH:26]=2)O)[N:14]([CH3:34])[C:13]1=[O:35])[C:2]1[CH:7]=[CH:6][CH:5]=[CH:4][CH:3]=1.C([SiH](CC)CC)C.B(F)(F)F.CCOCC.C([O-])([O-])=O.[Na+].[Na+]. Product: [CH2:1]([O:8][CH2:9][CH2:10][CH2:11][N:12]1[C:21](=[O:22])[C:20]2[C:15](=[CH:16][CH:17]=[C:18]([O:32][CH3:33])[C:19]=2[CH2:23][C:25]2[CH:30]=[CH:29][C:28]([Cl:31])=[CH:27][CH:26]=2)[N:14]([CH3:34])[C:13]1=[O:35])[C:2]1[CH:3]=[CH:4][CH:5]=[CH:6][CH:7]=1. The catalyst class is: 34. (8) Reactant: [CH:1]1([CH2:4][N:5]([C:10]2[CH:11]=[CH:12][C:13]([OH:20])=[C:14]([CH:19]=2)[C:15]([O:17][CH3:18])=[O:16])[S:6]([CH3:9])(=[O:8])=[O:7])[CH2:3][CH2:2]1.[C:21](O[C:21]([O:23][C:24]([CH3:27])([CH3:26])[CH3:25])=[O:22])([O:23][C:24]([CH3:27])([CH3:26])[CH3:25])=[O:22]. Product: [C:24]([O:23][C:21]([O:20][C:13]1[CH:12]=[CH:11][C:10]([N:5]([CH2:4][CH:1]2[CH2:3][CH2:2]2)[S:6]([CH3:9])(=[O:8])=[O:7])=[CH:19][C:14]=1[C:15]([O:17][CH3:18])=[O:16])=[O:22])([CH3:27])([CH3:26])[CH3:25]. The catalyst class is: 64. (9) Reactant: [Br:1][C:2]1[C:8]([CH3:9])=[CH:7][C:5]([NH2:6])=[C:4]([F:10])[CH:3]=1.N1C=CC=CC=1.[CH3:17][S:18](Cl)(=[O:20])=[O:19]. Product: [Br:1][C:2]1[C:8]([CH3:9])=[CH:7][C:5]([NH:6][S:18]([CH3:17])(=[O:20])=[O:19])=[C:4]([F:10])[CH:3]=1. The catalyst class is: 2.